This data is from Reaction yield outcomes from USPTO patents with 853,638 reactions. The task is: Predict the reaction yield, written as a fraction of the theoretical maximum amount of product (1.0 means a 100% yield; for example, 0.34 means a 34% yield). The reactants are C[O:2][C:3](=[O:27])[CH:4]([N:11]1[C:16](=[O:17])[CH:15]=[C:14]([O:18][C:19]2[CH:24]=[CH:23][CH:22]=[CH:21][C:20]=2[C:25]#[N:26])[CH:13]=[N:12]1)[CH2:5][CH:6]1[CH2:10][CH2:9][CH2:8][CH2:7]1.[OH-].[Na+]. The catalyst is CO. The product is [C:25]([C:20]1[CH:21]=[CH:22][CH:23]=[CH:24][C:19]=1[O:18][C:14]1[CH:13]=[N:12][N:11]([CH:4]([CH2:5][CH:6]2[CH2:10][CH2:9][CH2:8][CH2:7]2)[C:3]([OH:27])=[O:2])[C:16](=[O:17])[CH:15]=1)#[N:26]. The yield is 0.410.